This data is from Forward reaction prediction with 1.9M reactions from USPTO patents (1976-2016). The task is: Predict the product of the given reaction. (1) Given the reactants [Cl:1][C:2]1[CH:7]=[CH:6][C:5]([S:8]([NH:11][C:12]2[C:13]([C:19]([OH:21])=O)=[N:14][CH:15]=[C:16]([CH3:18])[CH:17]=2)(=[O:10])=[O:9])=[CH:4][C:3]=1[C:22]([F:25])([F:24])[F:23].Cl.[CH3:27][O:28][NH:29][CH3:30], predict the reaction product. The product is: [CH3:27][O:28][N:29]([CH3:30])[C:19]([C:13]1[C:12]([NH:11][S:8]([C:5]2[CH:6]=[CH:7][C:2]([Cl:1])=[C:3]([C:22]([F:25])([F:23])[F:24])[CH:4]=2)(=[O:10])=[O:9])=[CH:17][C:16]([CH3:18])=[CH:15][N:14]=1)=[O:21]. (2) Given the reactants C(N[C:5]1[CH:10]=[CH:9][C:8](S(N=[N+]=[N-])(=O)=O)=[CH:7][CH:6]=1)(=O)C.O=[C:18](C)[CH2:19]P(=O)(OC)OC.[F:27][CH:28]([F:64])[C:29]1[CH:33]=[C:32]([CH:34]([F:36])[F:35])[N:31]([CH2:37][C:38]([N:40]2[CH2:45][CH2:44][CH:43]([C:46]3[S:47][CH:48]=[C:49]([C:51]4[CH2:55][CH:54](C5C=CC=CC=5C=O)[O:53][N:52]=4)[N:50]=3)[CH2:42][CH2:41]2)=[O:39])[N:30]=1.C(OCC)(=O)C, predict the reaction product. The product is: [F:64][CH:28]([F:27])[C:29]1[CH:33]=[C:32]([CH:34]([F:36])[F:35])[N:31]([CH2:37][C:38]([N:40]2[CH2:45][CH2:44][CH:43]([C:46]3[S:47][CH:48]=[C:49]([C:51]4[CH2:55][CH:54]([C:5]5[CH:6]=[CH:7][CH:8]=[CH:9][C:10]=5[C:18]#[CH:19])[O:53][N:52]=4)[N:50]=3)[CH2:42][CH2:41]2)=[O:39])[N:30]=1.